Dataset: Peptide-MHC class I binding affinity with 185,985 pairs from IEDB/IMGT. Task: Regression. Given a peptide amino acid sequence and an MHC pseudo amino acid sequence, predict their binding affinity value. This is MHC class I binding data. (1) The peptide sequence is SGYNFSLG. The MHC is H-2-Db with pseudo-sequence H-2-Db. The binding affinity (normalized) is 0.184. (2) The MHC is HLA-B58:01 with pseudo-sequence HLA-B58:01. The binding affinity (normalized) is 0.692. The peptide sequence is SSDDIPPRW. (3) The peptide sequence is IIGLLKIFR. The MHC is HLA-A30:01 with pseudo-sequence HLA-A30:01. The binding affinity (normalized) is 0.269. (4) The peptide sequence is AYISSEATTPC. The binding affinity (normalized) is 0.505. The MHC is Patr-A0901 with pseudo-sequence Patr-A0901. (5) The peptide sequence is IGVIITWIGM. The MHC is HLA-A32:01 with pseudo-sequence HLA-A32:01. The binding affinity (normalized) is 0.